Dataset: Full USPTO retrosynthesis dataset with 1.9M reactions from patents (1976-2016). Task: Predict the reactants needed to synthesize the given product. (1) The reactants are: [C:1](Cl)(=O)[C:2]([Cl:4])=[O:3].[O:7]=[C:8]1[CH2:12][CH:11]([S:13]CC(O)=O)[CH2:10][O:9]1. Given the product [O:7]=[C:8]1[CH2:12][CH:11]([S:13][CH2:1][C:2]([Cl:4])=[O:3])[CH2:10][O:9]1, predict the reactants needed to synthesize it. (2) Given the product [CH2:2]([N:9]1[C:17]2[C:12](=[N:13][CH:14]=[C:15]([Br:27])[C:16]=2[O:18][CH2:19][C:20]2[CH:21]=[CH:22][C:23]([F:26])=[CH:24][CH:25]=2)[C:11]([CH3:28])=[C:10]1[CH3:29])[C:3]1[CH:4]=[CH:5][CH:6]=[CH:7][CH:8]=1, predict the reactants needed to synthesize it. The reactants are: Cl.[CH2:2]([N:9]1[C:17]2[C:12](=[N:13][CH:14]=[C:15]([Br:27])[C:16]=2[O:18][CH2:19][C:20]2[CH:25]=[CH:24][C:23]([F:26])=[CH:22][CH:21]=2)[C:11]([CH3:28])=[C:10]1[CH3:29])[C:3]1[CH:8]=[CH:7][CH:6]=[CH:5][CH:4]=1.C(=O)([O-])[O-].[Na+].[Na+]. (3) The reactants are: C[O:2][C:3](=[O:27])[CH:4]([N:11]1[C:16](=[O:17])[CH:15]=[C:14]([O:18][C:19]2[N:24]=[C:23]([CH3:25])[CH:22]=[C:21]([CH3:26])[N:20]=2)[CH:13]=[N:12]1)[CH2:5][CH:6]1[CH2:10][CH2:9][CH2:8][CH2:7]1.[OH-].[Na+]. Given the product [CH:6]1([CH2:5][CH:4]([N:11]2[C:16](=[O:17])[CH:15]=[C:14]([O:18][C:19]3[N:20]=[C:21]([CH3:26])[CH:22]=[C:23]([CH3:25])[N:24]=3)[CH:13]=[N:12]2)[C:3]([OH:27])=[O:2])[CH2:10][CH2:9][CH2:8][CH2:7]1, predict the reactants needed to synthesize it. (4) Given the product [CH3:13][O:14][C:15](=[O:33])[C:16]1[CH:21]=[CH:20][C:19]([C:22]#[N:23])=[C:18]([C:2]2[C:11]3[C:6](=[CH:7][CH:8]=[CH:9][CH:10]=3)[CH:5]=[N:4][C:3]=2[CH3:12])[CH:17]=1, predict the reactants needed to synthesize it. The reactants are: Br[C:2]1[C:11]2[C:6](=[CH:7][CH:8]=[CH:9][CH:10]=2)[CH:5]=[N:4][C:3]=1[CH3:12].[CH3:13][O:14][C:15](=[O:33])[C:16]1[CH:21]=[CH:20][C:19]([C:22]#[N:23])=[C:18](B2OC(C)(C)C(C)(C)O2)[CH:17]=1.[O-]P([O-])([O-])=O.[K+].[K+].[K+].O1CCOCC1. (5) Given the product [O:1]1[CH:5]=[CH:4][CH:3]=[C:2]1[C:6]1[C:11]([I:12])=[C:10]([O:21][CH2:20][CH2:19][O:18][CH3:17])[N:9]=[C:8]([NH2:16])[N:7]=1, predict the reactants needed to synthesize it. The reactants are: [O:1]1[CH:5]=[CH:4][CH:3]=[C:2]1[C:6]1[C:11]([I:12])=[C:10](S(C)=O)[N:9]=[C:8]([NH2:16])[N:7]=1.[CH3:17][O:18][CH2:19][CH2:20][OH:21].C1CCN2C(=NCCC2)CC1.